This data is from Peptide-MHC class I binding affinity with 185,985 pairs from IEDB/IMGT. The task is: Regression. Given a peptide amino acid sequence and an MHC pseudo amino acid sequence, predict their binding affinity value. This is MHC class I binding data. (1) The peptide sequence is KYMDNELVY. The MHC is HLA-B58:01 with pseudo-sequence HLA-B58:01. The binding affinity (normalized) is 0.0847. (2) The peptide sequence is RLRQDTEDI. The MHC is HLA-A02:01 with pseudo-sequence HLA-A02:01. The binding affinity (normalized) is 0.502. (3) The peptide sequence is ATAGLTHMMIW. The MHC is HLA-A24:02 with pseudo-sequence HLA-A24:02. The binding affinity (normalized) is 0.339. (4) The peptide sequence is STVGASGVY. The MHC is HLA-A26:01 with pseudo-sequence HLA-A26:01. The binding affinity (normalized) is 1.00. (5) The peptide sequence is PADDPSRGRL. The MHC is Patr-A0301 with pseudo-sequence Patr-A0301. The binding affinity (normalized) is 0. (6) The peptide sequence is KEFDLYKKS. The MHC is HLA-B44:03 with pseudo-sequence HLA-B44:03. The binding affinity (normalized) is 0.553. (7) The peptide sequence is DLKRIGASL. The MHC is HLA-B18:01 with pseudo-sequence HLA-B18:01. The binding affinity (normalized) is 0.0847.